Dataset: Full USPTO retrosynthesis dataset with 1.9M reactions from patents (1976-2016). Task: Predict the reactants needed to synthesize the given product. (1) Given the product [OH:31][CH:2]([CH2:3][OH:22])[CH2:1][C:4]1([OH:17])[CH2:9][CH2:8][N:7]([C:10]([O:12][C:13]([CH3:16])([CH3:15])[CH3:14])=[O:11])[CH2:6][CH2:5]1, predict the reactants needed to synthesize it. The reactants are: [CH2:1]([C:4]1([OH:17])[CH2:9][CH2:8][N:7]([C:10]([O:12][C:13]([CH3:16])([CH3:15])[CH3:14])=[O:11])[CH2:6][CH2:5]1)[CH:2]=[CH2:3].C[N+]1([O-])CC[O:22]CC1.O1CCCC1.[OH2:31]. (2) Given the product [N+:1]([C:4]1[CH:5]=[C:6]2[C:11](=[CH:12][CH:13]=1)[N:10]([CH2:22][C:23]([O:25][CH2:26][CH3:27])=[O:24])[C:9](=[O:14])[CH2:8][CH2:7]2)([O-:3])=[O:2], predict the reactants needed to synthesize it. The reactants are: [N+:1]([C:4]1[CH:5]=[C:6]2[C:11](=[CH:12][CH:13]=1)[NH:10][C:9](=[O:14])[CH2:8][CH2:7]2)([O-:3])=[O:2].C([O-])([O-])=O.[Cs+].[Cs+].Br[CH2:22][C:23]([O:25][CH2:26][CH3:27])=[O:24]. (3) Given the product [O:26]1[CH2:27][CH2:28][N:23]([C:18]2[CH:17]=[C:16]([C:8]3[CH:9]=[CH:10][CH:11]=[C:12]4[C:7]=3[O:6][C:5]3[CH:4]=[CH:3][C:2]([NH:1][CH2:30][C:31]([O:33][CH2:34][CH3:35])=[O:32])=[CH:15][C:14]=3[CH2:13]4)[NH:21][C:20](=[O:22])[CH:19]=2)[CH2:24][CH2:25]1, predict the reactants needed to synthesize it. The reactants are: [NH2:1][C:2]1[CH:15]=[C:14]2[C:5]([O:6][C:7]3[C:8]([C:16]4[NH:21][C:20](=[O:22])[CH:19]=[C:18]([N:23]5[CH2:28][CH2:27][O:26][CH2:25][CH2:24]5)[CH:17]=4)=[CH:9][CH:10]=[CH:11][C:12]=3[CH2:13]2)=[CH:4][CH:3]=1.Br[CH2:30][C:31]([O:33][CH2:34][CH3:35])=[O:32].C(=O)([O-])[O-].[K+].[K+].CN(C)C(=O)C. (4) Given the product [CH:14]([O:13][C:12]1[N:8]([C:5]2[CH:4]=[CH:3][C:2]([F:1])=[CH:7][CH:6]=2)[N:9]=[CH:10][C:11]=1[NH:17][C:29](=[O:30])[CH:28]([N:20]1[CH:21]=[C:22]([C:24]([F:25])([F:27])[F:26])[N:23]=[C:19]1[CH3:18])[CH3:32])([CH3:15])[CH3:16], predict the reactants needed to synthesize it. The reactants are: [F:1][C:2]1[CH:7]=[CH:6][C:5]([N:8]2[C:12]([O:13][CH:14]([CH3:16])[CH3:15])=[C:11]([NH2:17])[CH:10]=[N:9]2)=[CH:4][CH:3]=1.[CH3:18][C:19]1[N:20]([CH:28]([CH3:32])[C:29](O)=[O:30])[CH:21]=[C:22]([C:24]([F:27])([F:26])[F:25])[N:23]=1.CN(C(ON1N=NC2C=CC=NC1=2)=[N+](C)C)C.F[P-](F)(F)(F)(F)F.CCN(CC)CC. (5) Given the product [ClH:1].[NH2:46][CH2:45][C@H:42]1[CH2:43][CH2:44][C@H:39]([C:37]([NH:36][C@@H:22]([CH2:21][C:18]2[CH:19]=[CH:20][C:15]([C:12]3[CH:13]=[CH:14][C:9]([S:6](=[O:7])(=[O:8])[NH:5][CH:2]4[CH2:3][CH2:4]4)=[CH:10][C:11]=3[CH3:54])=[CH:16][CH:17]=2)[C:23](=[O:35])[NH:24][C:25]2[CH:33]=[C:32]3[C:28]([C:29](=[O:34])[NH:30][NH:31]3)=[CH:27][CH:26]=2)=[O:38])[CH2:40][CH2:41]1, predict the reactants needed to synthesize it. The reactants are: [ClH:1].[CH:2]1([NH:5][S:6]([C:9]2[CH:14]=[CH:13][C:12]([C:15]3[CH:20]=[CH:19][C:18]([CH2:21][C@H:22]([NH:36][C:37]([C@H:39]4[CH2:44][CH2:43][C@H:42]([CH2:45][NH:46]C(=O)OC(C)(C)C)[CH2:41][CH2:40]4)=[O:38])[C:23](=[O:35])[NH:24][C:25]4[CH:33]=[C:32]5[C:28]([C:29](=[O:34])[NH:30][NH:31]5)=[CH:27][CH:26]=4)=[CH:17][CH:16]=3)=[C:11]([CH3:54])[CH:10]=2)(=[O:8])=[O:7])[CH2:4][CH2:3]1. (6) Given the product [Cl:1][C:2]1[CH:16]=[C:15]2[C:5](=[CH:4][CH:3]=1)[N:6]=[C:7]([C:8]1[CH:13]=[CH:12][CH:11]=[CH:10][CH:9]=1)[N:24]=[C:17]2[C:18]1[CH:23]=[CH:22][CH:21]=[CH:20][CH:19]=1, predict the reactants needed to synthesize it. The reactants are: [Cl:1][C:2]1[CH:16]=[CH:15][C:5]([N:6]=[C:7](Cl)[C:8]2[CH:13]=[CH:12][CH:11]=[CH:10][CH:9]=2)=[CH:4][CH:3]=1.[C:17](#[N:24])[C:18]1[CH:23]=[CH:22][CH:21]=[CH:20][CH:19]=1.[Al](Br)(Br)Br. (7) Given the product [CH3:34][C:29]1([CH3:35])[C:30]([CH3:33])([CH3:32])[O:31][B:27]([C:7]2[CH2:8][CH2:9][N:10]([C:13]([O:15][C:16]([CH3:19])([CH3:18])[CH3:17])=[O:14])[CH2:11][CH:12]=2)[O:28]1, predict the reactants needed to synthesize it. The reactants are: FC(F)(F)S(O[C:7]1[CH2:8][CH2:9][N:10]([C:13]([O:15][C:16]([CH3:19])([CH3:18])[CH3:17])=[O:14])[CH2:11][CH:12]=1)(=O)=O.C([O-])(=O)C.[K+].[B:27]1([B:27]2[O:31][C:30]([CH3:33])([CH3:32])[C:29]([CH3:35])([CH3:34])[O:28]2)[O:31][C:30]([CH3:33])([CH3:32])[C:29]([CH3:35])([CH3:34])[O:28]1. (8) Given the product [Cl:25][C:26]1[CH:27]=[C:28]([CH:31]=[CH:32][CH:33]=1)[CH2:29][O:20][C@@H:19]1[CH:21]([CH3:23])[O:22][CH:16]([N:13]2[CH:12]=[N:11][C:10]3[C:14]2=[N:15][C:7]([O:6][CH:1]2[CH2:2][CH2:3][CH2:4][CH2:5]2)=[N:8][C:9]=3[NH2:24])[C@@H:17]1[OH:18], predict the reactants needed to synthesize it. The reactants are: [CH:1]1([O:6][C:7]2[N:15]=[C:14]3[C:10]([N:11]=[CH:12][N:13]3[C@@H:16]3[O:22][C@H:21]([CH3:23])[C@@H:19]([OH:20])[C@H:17]3[OH:18])=[C:9]([NH2:24])[N:8]=2)[CH2:5][CH2:4][CH2:3][CH2:2]1.[Cl:25][C:26]1[CH:27]=[C:28]([CH:31]=[CH:32][CH:33]=1)[CH:29]=O. (9) Given the product [CH2:17]([N:24]1[CH2:29][CH2:28][C:27]([C:2]2[CH:7]=[CH:6][CH:5]=[CH:4][C:3]=2[C:8]([F:11])([F:10])[F:9])([OH:30])[CH2:26][CH2:25]1)[C:18]1[CH:19]=[CH:20][CH:21]=[CH:22][CH:23]=1, predict the reactants needed to synthesize it. The reactants are: Br[C:2]1[CH:7]=[CH:6][CH:5]=[CH:4][C:3]=1[C:8]([F:11])([F:10])[F:9].[Li]CCCC.[CH2:17]([N:24]1[CH2:29][CH2:28][C:27](=[O:30])[CH2:26][CH2:25]1)[C:18]1[CH:23]=[CH:22][CH:21]=[CH:20][CH:19]=1.[NH4+].[Cl-]. (10) Given the product [F:1][C:2]1[CH:7]=[CH:6][C:5]([O:8][C:9]2[CH:14]=[N:13][CH:12]=[CH:11][N:10]=2)=[CH:4][C:3]=1[C@:15]1([CH2:34][F:35])[CH2:20][C@@H:19]([C:21]([F:23])([F:24])[F:22])[O:18][C:17]([NH2:25])=[N:16]1, predict the reactants needed to synthesize it. The reactants are: [F:1][C:2]1[CH:7]=[CH:6][C:5]([O:8][C:9]2[CH:14]=[N:13][CH:12]=[CH:11][N:10]=2)=[CH:4][C:3]=1[C@:15]1([CH2:34][F:35])[CH2:20][C@@H:19]([C:21]([F:24])([F:23])[F:22])[O:18][C:17]([NH:25]C(=O)C2C=CC=CC=2)=[N:16]1.N12CCCN=C1CCCCC2.